From a dataset of Orexin1 receptor HTS with 218,158 compounds and 233 confirmed actives. Binary Classification. Given a drug SMILES string, predict its activity (active/inactive) in a high-throughput screening assay against a specified biological target. (1) The compound is S(=O)(=O)(Nc1c(n(nc1C)C)C)c1c(cc(cc1)C)C. The result is 0 (inactive). (2) The compound is s1c(NC(=O)CCC)nnc1COC. The result is 0 (inactive). (3) The compound is S(=O)(=O)(Nc1c(cccc1)C(=O)N\N=C\c1c(n(nc1C)c1ccccc1)C)c1sccc1. The result is 0 (inactive). (4) The drug is O=C(Nc1n(ncc1)C1CCN(CC1)C(=O)Cc1ccc(OC)cc1)C1CC1. The result is 0 (inactive). (5) The molecule is O(c1c(cccc1)C)Cc1onc(n1)c1cccnc1. The result is 0 (inactive). (6) The compound is S(c1ncnc2c3c(oc12)cccc3)CCC. The result is 0 (inactive). (7) The compound is S(c1oc(nn1)C(N)Cc1c2c([nH]c1)cccc2)Cc1ccccc1. The result is 0 (inactive).